This data is from Forward reaction prediction with 1.9M reactions from USPTO patents (1976-2016). The task is: Predict the product of the given reaction. (1) Given the reactants Br[C:2]1[CH:3]=[C:4]([CH:7]=[CH:8][C:9]=1[CH:10]1[N:16]2[CH:17]=[N:18][CH:19]=[C:15]2[CH2:14][CH2:13][CH2:12][CH2:11]1)[C:5]#[N:6].C(=O)([O-])[O-].[Na+].[Na+].[F:26][C:27]1[CH:32]=[CH:31][C:30](B(O)O)=[CH:29][CH:28]=1, predict the reaction product. The product is: [F:26][C:27]1[CH:32]=[CH:31][C:30]([C:2]2[C:9]([CH:10]3[N:16]4[CH:17]=[N:18][CH:19]=[C:15]4[CH2:14][CH2:13][CH2:12][CH2:11]3)=[CH:8][CH:7]=[C:4]([C:5]#[N:6])[CH:3]=2)=[CH:29][CH:28]=1. (2) Given the reactants [C:1]([C:3]1[C:4]([N:21]2[CH2:26][CH2:25][N:24](C(OC(C)(C)C)=O)[C@H:23]([CH:34]([CH3:36])[CH3:35])[CH2:22]2)=[N:5][C:6]([CH:18]2[CH2:20][CH2:19]2)=[C:7]([NH:9][C:10]2[CH:15]=[C:14]([CH:16]=[CH2:17])[CH:13]=[CH:12][N:11]=2)[CH:8]=1)#[N:2].C(O)(C(F)(F)F)=O, predict the reaction product. The product is: [CH:18]1([C:6]2[C:7]([NH:9][C:10]3[CH:15]=[C:14]([CH:16]=[CH2:17])[CH:13]=[CH:12][N:11]=3)=[CH:8][C:3]([C:1]#[N:2])=[C:4]([N:21]3[CH2:26][CH2:25][NH:24][C@H:23]([CH:34]([CH3:36])[CH3:35])[CH2:22]3)[N:5]=2)[CH2:20][CH2:19]1. (3) Given the reactants [CH2:1]([NH:8][C:9]1[CH:14]=[C:13]([N:15]2[CH:19]=[CH:18][N:17]=[CH:16]2)[C:12]([N+:20]([O-])=O)=[CH:11][C:10]=1[C:23]([F:26])([F:25])[F:24])[C:2]1[CH:7]=[CH:6][CH:5]=[CH:4][CH:3]=1.O.O.[Sn](Cl)(Cl)(Cl)Cl, predict the reaction product. The product is: [CH2:1]([NH:8][C:9]1[CH:14]=[C:13]([N:15]2[CH:19]=[CH:18][N:17]=[CH:16]2)[C:12]([NH2:20])=[CH:11][C:10]=1[C:23]([F:26])([F:24])[F:25])[C:2]1[CH:3]=[CH:4][CH:5]=[CH:6][CH:7]=1. (4) Given the reactants [F:1][C:2]1[CH:3]=[C:4]([C:12]2[S:16][C:15]([NH2:17])=[N:14][C:13]=2[CH3:18])[CH:5]=[CH:6][C:7]=1[S:8]([CH3:11])(=[O:10])=[O:9].[CH2:19]([N:21]=[C:22]=[O:23])[CH3:20], predict the reaction product. The product is: [CH2:19]([NH:21][C:22]([NH:17][C:15]1[S:16][C:12]([C:4]2[CH:5]=[CH:6][C:7]([S:8]([CH3:11])(=[O:9])=[O:10])=[C:2]([F:1])[CH:3]=2)=[C:13]([CH3:18])[N:14]=1)=[O:23])[CH3:20]. (5) The product is: [ClH:23].[CH3:1][C:2]1[N:3]([NH2:15])[C:4]2[C:13]3[CH:12]=[CH:11][CH:10]=[CH:9][C:8]=3[N:7]=[CH:6][C:5]=2[N:14]=1. Given the reactants [CH3:1][C:2]1[N:3]([NH:15]C(=O)OC(C)(C)C)[C:4]2[C:13]3[CH:12]=[CH:11][CH:10]=[CH:9][C:8]=3[N:7]=[CH:6][C:5]=2[N:14]=1.[ClH:23], predict the reaction product. (6) Given the reactants [N:1]1([C:13](=[O:14])[C:12]2[N:10]([CH3:11])[CH:9]=[N:8][C:7]=2[N:5]([CH3:6])[C:3]1=[O:4])[CH3:2].C(O)[C@H]1O[C@@H]2O[C@H]3[C@H](O)[C@@H](O)[C@@H](O[C@H]4[C@H](O)[C@@H](O)[C@@H](O[C@H]5[C@H](O)[C@@H](O)C(OC6[C@H](O)[C@@H](O)C(C7[C@H](O)[C@@H](O)C(O[C@H]8[C@H](O)[C@@H](O)[C@@H](O[C@H]9[C@H](O)[C@@H](O)[C@@H](O[C@H]1[C@H](O)[C@H]2O)O[C@@H]9CO)O[C@@H]8CO)O[C@@H]7CO)O[C@@H]6CO)O[C@@H]5CO)O[C@@H]4CO)O[C@@H]3CO.[CH:102]1[C:107]([OH:108])=[C:106]([OH:109])[C:105]([OH:110])=[CH:104][C:103]=1[C:111]([O:113][C:114]1[CH:115]=[C:116]([C:122]([O:124][CH2:125][C@H:126]2[O:131][C@@H:130]([O:132][C:133]([C:135]3[CH:136]=[C:137]([OH:154])[C:138]([OH:153])=[C:139]([O:141][C:142]([C:144]4[CH:145]=[C:146]([OH:152])[C:147]([OH:151])=[C:148]([OH:150])[CH:149]=4)=[O:143])[CH:140]=3)=[O:134])[C@H:129]([O:155][C:156]([C:158]3[CH:159]=[C:160]([OH:177])[C:161]([OH:176])=[C:162]([O:164][C:165]([C:167]4[CH:168]=[C:169]([OH:175])[C:170]([OH:174])=[C:171]([OH:173])[CH:172]=4)=[O:166])[CH:163]=3)=[O:157])[C@@H:128]([O:178][C:179]([C:181]3[CH:182]=[C:183]([OH:200])[C:184]([OH:199])=[C:185]([O:187][C:188]([C:190]4[CH:191]=[C:192]([OH:198])[C:193]([OH:197])=[C:194]([OH:196])[CH:195]=4)=[O:189])[CH:186]=3)=[O:180])[C@@H:127]2[O:201][C:202]([C:204]2[CH:205]=[C:206]([OH:223])[C:207]([OH:222])=[C:208]([O:210][C:211]([C:213]3[CH:214]=[C:215]([OH:221])[C:216]([OH:220])=[C:217]([OH:219])[CH:218]=3)=[O:212])[CH:209]=2)=[O:203])=[O:123])[CH:117]=[C:118]([OH:121])[C:119]=1[OH:120])=[O:112], predict the reaction product. The product is: [N:1]1([C:13](=[O:14])[C:12]2[N:10]([CH3:11])[CH:9]=[N:8][C:7]=2[N:5]([CH3:6])[C:3]1=[O:4])[CH3:2].[CH:102]1[C:107]([OH:108])=[C:106]([OH:109])[C:105]([OH:110])=[CH:104][C:103]=1[C:111]([O:113][C:114]1[CH:115]=[C:116]([C:122]([O:124][CH2:125][C@H:126]2[O:131][C@@H:130]([O:132][C:133]([C:135]3[CH:136]=[C:137]([OH:154])[C:138]([OH:153])=[C:139]([O:141][C:142]([C:144]4[CH:145]=[C:146]([OH:152])[C:147]([OH:151])=[C:148]([OH:150])[CH:149]=4)=[O:143])[CH:140]=3)=[O:134])[C@H:129]([O:155][C:156]([C:158]3[CH:159]=[C:160]([OH:177])[C:161]([OH:176])=[C:162]([O:164][C:165]([C:167]4[CH:168]=[C:169]([OH:175])[C:170]([OH:174])=[C:171]([OH:173])[CH:172]=4)=[O:166])[CH:163]=3)=[O:157])[C@@H:128]([O:178][C:179]([C:181]3[CH:182]=[C:183]([OH:200])[C:184]([OH:199])=[C:185]([O:187][C:188]([C:190]4[CH:195]=[C:194]([OH:196])[C:193]([OH:197])=[C:192]([OH:198])[CH:191]=4)=[O:189])[CH:186]=3)=[O:180])[C@@H:127]2[O:201][C:202]([C:204]2[CH:205]=[C:206]([OH:223])[C:207]([OH:222])=[C:208]([O:210][C:211]([C:213]3[CH:214]=[C:215]([OH:221])[C:216]([OH:220])=[C:217]([OH:219])[CH:218]=3)=[O:212])[CH:209]=2)=[O:203])=[O:123])[CH:117]=[C:118]([OH:121])[C:119]=1[OH:120])=[O:112]. (7) Given the reactants [CH2:1]([C:3]1[C:8]([CH2:9][S:10][C:11]2[N:16]=[C:15]([OH:17])[CH:14]=[C:13]([CH3:18])[N:12]=2)=[C:7]([CH2:19][CH3:20])[CH:6]=[CH:5][N:4]=1)[CH3:2].[ClH:21].O1CCOCC1, predict the reaction product. The product is: [ClH:21].[CH2:1]([C:3]1[C:8]([CH2:9][S:10][C:11]2[N:16]=[C:15]([OH:17])[CH:14]=[C:13]([CH3:18])[N:12]=2)=[C:7]([CH2:19][CH3:20])[CH:6]=[CH:5][N:4]=1)[CH3:2].